From a dataset of Peptide-MHC class I binding affinity with 185,985 pairs from IEDB/IMGT. Regression. Given a peptide amino acid sequence and an MHC pseudo amino acid sequence, predict their binding affinity value. This is MHC class I binding data. (1) The peptide sequence is RRFFPYYV. The MHC is HLA-B27:01 with pseudo-sequence YHTEYREICAKTYENTAYLNYHDYTWAVLAYEWY. The binding affinity (normalized) is 0.182. (2) The peptide sequence is MLGEETIKV. The MHC is HLA-B44:02 with pseudo-sequence HLA-B44:02. The binding affinity (normalized) is 0.0847. (3) The peptide sequence is LAVFPAMFW. The MHC is HLA-A02:19 with pseudo-sequence HLA-A02:19. The binding affinity (normalized) is 0.0847. (4) The peptide sequence is NQPQNGQFI. The MHC is H-2-Kb with pseudo-sequence H-2-Kb. The binding affinity (normalized) is 0.0352. (5) The peptide sequence is QMVTTTNPL. The MHC is HLA-A01:01 with pseudo-sequence HLA-A01:01. The binding affinity (normalized) is 0.